This data is from Full USPTO retrosynthesis dataset with 1.9M reactions from patents (1976-2016). The task is: Predict the reactants needed to synthesize the given product. (1) Given the product [CH:11]([C:10]1[C:2]2[CH:7]=[CH:6][CH:5]=[CH:4][C:3]=2[O:8][CH:9]=1)([CH3:13])[CH3:12], predict the reactants needed to synthesize it. The reactants are: I[C:2]1[CH:7]=[CH:6][CH:5]=[CH:4][C:3]=1[O:8][CH2:9][CH:10]=[C:11]([CH3:13])[CH3:12].C(N(C(C)C)CC)(C)C. (2) Given the product [Cl:1][C:2]1[CH:3]=[C:4]([C:12]2[O:16][N:15]=[C:14]([C:17]3[CH:18]=[CH:19][C:20]([CH2:25][N:52]4[CH2:55][CH:54]([C:56]([O:58][CH3:59])=[O:57])[CH2:53]4)=[N:21][C:22]=3[CH2:23][CH3:24])[N:13]=2)[CH:5]=[CH:6][C:7]=1[CH2:8][CH:9]([CH3:11])[CH3:10], predict the reactants needed to synthesize it. The reactants are: [Cl:1][C:2]1[CH:3]=[C:4]([C:12]2[O:16][N:15]=[C:14]([C:17]3[CH:18]=[CH:19][C:20]([CH2:25]O)=[N:21][C:22]=3[CH2:23][CH3:24])[N:13]=2)[CH:5]=[CH:6][C:7]=1[CH2:8][CH:9]([CH3:11])[CH3:10].C(Br)(Br)(Br)Br.C1(P(C2C=CC=CC=2)C2C=CC=CC=2)C=CC=CC=1.Cl.[NH:52]1[CH2:55][CH:54]([C:56]([O:58][CH3:59])=[O:57])[CH2:53]1.C(N(CC)C(C)C)(C)C. (3) Given the product [CH:2]1([CH2:1][N:8]2[C:20]3[C:19]4[CH:18]=[C:17]([O:21][CH3:22])[C:16]([C:23]5[C:24]([CH3:29])=[N:25][O:26][C:27]=5[CH3:28])=[CH:15][C:14]=4[N:13]=[CH:12][C:11]=3[O:10][C:9]2=[O:30])[CH2:7][CH2:6][CH2:5][CH2:4][CH2:3]1, predict the reactants needed to synthesize it. The reactants are: [CH2:1]([N:8]1[C:20]2[C:19]3[CH:18]=[C:17]([O:21][CH3:22])[C:16]([C:23]4[C:24]([CH3:29])=[N:25][O:26][C:27]=4[CH3:28])=[CH:15][C:14]=3[N:13]=[CH:12][C:11]=2[O:10][C:9]1=[O:30])[C:2]1[CH:7]=[CH:6][CH:5]=[CH:4][CH:3]=1.C1(CN2C=COC2=O)CCCCC1. (4) Given the product [CH3:19][C:14]1([CH3:20])[C:15]([CH3:18])([CH3:17])[O:16][B:12]([C:2]2[CH:3]=[C:4]3[C:9](=[CH:10][CH:11]=2)[CH:8]=[N:7][CH:6]=[CH:5]3)[O:13]1, predict the reactants needed to synthesize it. The reactants are: Br[C:2]1[CH:3]=[C:4]2[C:9](=[CH:10][CH:11]=1)[CH:8]=[N:7][CH:6]=[CH:5]2.[B:12]1([B:12]2[O:16][C:15]([CH3:18])([CH3:17])[C:14]([CH3:20])([CH3:19])[O:13]2)[O:16][C:15]([CH3:18])([CH3:17])[C:14]([CH3:20])([CH3:19])[O:13]1.CC([O-])=O.[K+]. (5) Given the product [OH:8][C:9]1[C:13]([CH2:14][C:15]([O:17][CH3:18])=[O:16])=[CH:12][N:11]([CH3:19])[N:10]=1, predict the reactants needed to synthesize it. The reactants are: C([O:8][C:9]1[C:13]([CH2:14][C:15]([O:17][CH3:18])=[O:16])=[CH:12][N:11]([CH3:19])[N:10]=1)C1C=CC=CC=1.O1CCCC1.